From a dataset of NCI-60 drug combinations with 297,098 pairs across 59 cell lines. Regression. Given two drug SMILES strings and cell line genomic features, predict the synergy score measuring deviation from expected non-interaction effect. (1) Drug 1: CCC1=CC2CC(C3=C(CN(C2)C1)C4=CC=CC=C4N3)(C5=C(C=C6C(=C5)C78CCN9C7C(C=CC9)(C(C(C8N6C)(C(=O)OC)O)OC(=O)C)CC)OC)C(=O)OC.C(C(C(=O)O)O)(C(=O)O)O. Drug 2: C1=C(C(=O)NC(=O)N1)N(CCCl)CCCl. Cell line: T-47D. Synergy scores: CSS=35.4, Synergy_ZIP=-13.3, Synergy_Bliss=-5.79, Synergy_Loewe=-4.86, Synergy_HSA=-2.84. (2) Drug 1: CC1OCC2C(O1)C(C(C(O2)OC3C4COC(=O)C4C(C5=CC6=C(C=C35)OCO6)C7=CC(=C(C(=C7)OC)O)OC)O)O. Drug 2: CC(C)NC(=O)C1=CC=C(C=C1)CNNC.Cl. Cell line: OVCAR3. Synergy scores: CSS=31.9, Synergy_ZIP=-8.64, Synergy_Bliss=-2.17, Synergy_Loewe=-19.9, Synergy_HSA=-2.55. (3) Drug 1: CC12CCC(CC1=CCC3C2CCC4(C3CC=C4C5=CN=CC=C5)C)O. Drug 2: CN(C(=O)NC(C=O)C(C(C(CO)O)O)O)N=O. Cell line: HOP-92. Synergy scores: CSS=5.57, Synergy_ZIP=-2.24, Synergy_Bliss=-1.82, Synergy_Loewe=-2.27, Synergy_HSA=-1.65. (4) Cell line: SF-539. Drug 2: CCCCC(=O)OCC(=O)C1(CC(C2=C(C1)C(=C3C(=C2O)C(=O)C4=C(C3=O)C=CC=C4OC)O)OC5CC(C(C(O5)C)O)NC(=O)C(F)(F)F)O. Drug 1: CN1CCC(CC1)COC2=C(C=C3C(=C2)N=CN=C3NC4=C(C=C(C=C4)Br)F)OC. Synergy scores: CSS=5.13, Synergy_ZIP=-2.76, Synergy_Bliss=-0.514, Synergy_Loewe=1.08, Synergy_HSA=1.03.